Dataset: Reaction yield outcomes from USPTO patents with 853,638 reactions. Task: Predict the reaction yield, written as a fraction of the theoretical maximum amount of product (1.0 means a 100% yield; for example, 0.34 means a 34% yield). (1) The reactants are F[C:2]1[CH:3]=[C:4]([CH:14]=[CH:15][C:16]=1[N+:17]([O-:19])=[O:18])[O:5][CH2:6][C:7]1[CH:12]=[CH:11][C:10]([CH3:13])=[CH:9][N:8]=1.[Br:20][C:21]1[CH:28]=[CH:27][C:24]([CH2:25][NH2:26])=[CH:23][CH:22]=1.CCN(C(C)C)C(C)C. The catalyst is C(#N)C. The product is [Br:20][C:21]1[CH:28]=[CH:27][C:24]([CH2:25][NH:26][C:2]2[CH:3]=[C:4]([O:5][CH2:6][C:7]3[CH:12]=[CH:11][C:10]([CH3:13])=[CH:9][N:8]=3)[CH:14]=[CH:15][C:16]=2[N+:17]([O-:19])=[O:18])=[CH:23][CH:22]=1. The yield is 0.710. (2) The reactants are Cl[C:2]1[N:6]2[CH:7]=[C:8]([F:11])[CH:9]=[CH:10][C:5]2=[N:4][N:3]=1.[CH3:12][NH:13][CH2:14][CH2:15][N:16]1[CH2:21][CH2:20][O:19][CH2:18][CH2:17]1.N. The catalyst is CN1C(=O)CCC1.CO.C(Cl)Cl. The product is [F:11][C:8]1[CH:9]=[CH:10][C:5]2[N:6]([C:2]([N:13]([CH3:12])[CH2:14][CH2:15][N:16]3[CH2:21][CH2:20][O:19][CH2:18][CH2:17]3)=[N:3][N:4]=2)[CH:7]=1. The yield is 0.710. (3) The reactants are [CH:1]#[C:2][CH3:3].[CH3:4][O:5][C:6](=[O:16])[C:7]1[CH:12]=[C:11]([Cl:13])[CH:10]=[C:9](I)[C:8]=1[NH2:15]. The catalyst is C(N(CC)CC)C.[Cu]I.C1C=CC(P(C2C=CC=CC=2)C2C=CC=CC=2)=CC=1.C1C=CC(P(C2C=CC=CC=2)C2C=CC=CC=2)=CC=1.Cl[Pd]Cl. The product is [CH3:4][O:5][C:6](=[O:16])[C:7]1[CH:12]=[C:11]([Cl:13])[CH:10]=[C:9]([C:1]#[C:2][CH3:3])[C:8]=1[NH2:15]. The yield is 0.950.